Dataset: Forward reaction prediction with 1.9M reactions from USPTO patents (1976-2016). Task: Predict the product of the given reaction. (1) The product is: [Cl:11][C:12]1[CH:13]=[CH:14][C:15]2[N:21]([CH2:22][C:23]([CH3:26])([CH3:27])[CH2:24][OH:25])[C:20](=[O:28])[C@@H:19]([CH2:29][C:30]([NH:50][C@@H:49]([CH3:51])[C:48]([O:47][CH2:45][CH3:46])=[O:52])=[O:31])[O:18][C@H:17]([C:33]3[CH:38]=[CH:37][CH:36]=[C:35]([O:39][CH3:40])[C:34]=3[O:41][CH3:42])[C:16]=2[CH:43]=1. Given the reactants C(P(=O)(OCC)OCC)#N.[Cl:11][C:12]1[CH:13]=[CH:14][C:15]2[N:21]([CH2:22][C:23]([CH3:27])([CH3:26])[CH2:24][OH:25])[C:20](=[O:28])[C@@H:19]([CH2:29][C:30](O)=[O:31])[O:18][C@H:17]([C:33]3[CH:38]=[CH:37][CH:36]=[C:35]([O:39][CH3:40])[C:34]=3[O:41][CH3:42])[C:16]=2[CH:43]=1.Cl.[CH2:45]([O:47][C:48](=[O:52])[C@H:49]([CH3:51])[NH2:50])[CH3:46].C(N(CC)CC)C, predict the reaction product. (2) Given the reactants [Cl:1][C:2]1[C:7]([C:8]2[CH:13]=[CH:12][N:11]=[C:10](F)[CH:9]=2)=[CH:6][CH:5]=[CH:4][N:3]=1.Cl.[CH3:16][NH2:17].C([O-])([O-])=O.[K+].[K+].CS(C)=O, predict the reaction product. The product is: [Cl:1][C:2]1[C:7]([C:8]2[CH:13]=[CH:12][N:11]=[C:10]([NH:17][CH3:16])[CH:9]=2)=[CH:6][CH:5]=[CH:4][N:3]=1. (3) Given the reactants [CH3:1][O:2][C:3]1[CH:4]=[C:5]([C:13]2[CH:18]=[C:17]([CH2:19][N:20]3[CH2:25][CH2:24][NH:23][CH2:22][CH2:21]3)[CH:16]=[CH:15][N:14]=2)[CH:6]=[C:7]([O:11][CH3:12])[C:8]=1[O:9][CH3:10].[C:26]1([C:32]2[CH:40]=[CH:39][C:35]([C:36](Cl)=[O:37])=[CH:34][CH:33]=2)[CH:31]=[CH:30][CH:29]=[CH:28][CH:27]=1, predict the reaction product. The product is: [C:26]1([C:32]2[CH:33]=[CH:34][C:35]([C:36]([N:23]3[CH2:24][CH2:25][N:20]([CH2:19][C:17]4[CH:16]=[CH:15][N:14]=[C:13]([C:5]5[CH:6]=[C:7]([O:11][CH3:12])[C:8]([O:9][CH3:10])=[C:3]([O:2][CH3:1])[CH:4]=5)[CH:18]=4)[CH2:21][CH2:22]3)=[O:37])=[CH:39][CH:40]=2)[CH:27]=[CH:28][CH:29]=[CH:30][CH:31]=1. (4) The product is: [NH2:1][C:2]1[C:10]([Br:11])=[CH:9][CH:8]=[CH:7][C:3]=1[C:4]([NH:37][CH:34]1[CH2:35][CH2:36][O:31][CH2:32][CH2:33]1)=[O:6]. Given the reactants [NH2:1][C:2]1[C:10]([Br:11])=[CH:9][CH:8]=[CH:7][C:3]=1[C:4]([OH:6])=O.C(P1(=O)OP(=O)(CCC)OP(=O)(CCC)O1)CC.Cl.[O:31]1[CH2:36][CH2:35][CH:34]([NH2:37])[CH2:33][CH2:32]1.CCN(C(C)C)C(C)C, predict the reaction product. (5) Given the reactants [O:1]=[C:2]1[N:7]([CH2:8][C:9]2[CH:17]=[CH:16][C:12]([C:13]([OH:15])=O)=[CH:11][CH:10]=2)[C:6]2[CH:18]=[CH:19][CH:20]=[CH:21][C:5]=2[O:4][CH2:3]1.C(C1C2C(=CC(C([NH:40][C:41]3[CH:46]=[C:45]([CH3:47])[CH:44]=[C:43]([CH3:48])[N:42]=3)=O)=CC=2)N(C)C=1C)C1C=CC=CC=1, predict the reaction product. The product is: [CH3:47][C:45]1[CH:44]=[C:43]([CH3:48])[N:42]=[C:41]([NH:40][C:13](=[O:15])[C:12]2[CH:16]=[CH:17][C:9]([CH2:8][N:7]3[C:6]4[CH:18]=[CH:19][CH:20]=[CH:21][C:5]=4[O:4][CH2:3][C:2]3=[O:1])=[CH:10][CH:11]=2)[CH:46]=1.